This data is from Full USPTO retrosynthesis dataset with 1.9M reactions from patents (1976-2016). The task is: Predict the reactants needed to synthesize the given product. (1) Given the product [CH2:1]([O:3][C:4](=[O:18])[CH2:5][CH:6]1[O:10][B:9]([OH:11])[C:8]2[CH:12]=[C:13]([O:17][C:20]3[S:24][C:23]([C:25]#[N:26])=[N:22][N:21]=3)[CH:14]=[C:15]([CH3:16])[C:7]1=2)[CH3:2], predict the reactants needed to synthesize it. The reactants are: [CH2:1]([O:3][C:4](=[O:18])[CH2:5][CH:6]1[O:10][B:9]([OH:11])[C:8]2[CH:12]=[C:13]([OH:17])[CH:14]=[C:15]([CH3:16])[C:7]1=2)[CH3:2].Br[C:20]1[S:24][C:23]([C:25]#[N:26])=[N:22][N:21]=1.C(=O)([O-])[O-].[K+].[K+]. (2) Given the product [ClH:1].[C:2]([C:6]1[CH:7]=[C:8]([C:17]2[O:18][CH:19]=[C:20]([CH2:22][CH2:23][N:24]3[CH2:25][CH2:26][NH:27][CH2:28][CH2:29]3)[N:21]=2)[CH:9]=[C:10]([C:13]([CH3:16])([CH3:15])[CH3:14])[C:11]=1[OH:12])([CH3:4])([CH3:5])[CH3:3], predict the reactants needed to synthesize it. The reactants are: [ClH:1].[C:2]([C:6]1[CH:7]=[C:8]([C:17]2[O:18][CH:19]=[C:20]([CH2:22][CH2:23][N:24]3[CH2:29][CH2:28][N:27](C(OC(C)(C)C)=O)[CH2:26][CH2:25]3)[N:21]=2)[CH:9]=[C:10]([C:13]([CH3:16])([CH3:15])[CH3:14])[C:11]=1[OH:12])([CH3:5])([CH3:4])[CH3:3]. (3) Given the product [CH3:23][C:24]1[C:32]2[C:27](=[CH:28][CH:29]=[C:30]([CH3:33])[CH:31]=2)[NH:26][C:25]=1[CH:15]([C:16]1[CH:21]=[CH:20][CH:19]=[CH:18][CH:17]=1)[C:4]1[C:5](=[O:6])[C:2]([CH3:1])([C:8]2[CH:13]=[CH:12][C:11]([CH3:14])=[CH:10][CH:9]=2)[C:3]=1[OH:7], predict the reactants needed to synthesize it. The reactants are: [CH3:1][C:2]1([C:8]2[CH:13]=[CH:12][C:11]([CH3:14])=[CH:10][CH:9]=2)[C:5](=[O:6])[CH2:4][C:3]1=[O:7].[CH:15](=O)[C:16]1[CH:21]=[CH:20][CH:19]=[CH:18][CH:17]=1.[CH3:23][C:24]1[C:32]2[C:27](=[CH:28][CH:29]=[C:30]([CH3:33])[CH:31]=2)[NH:26][CH:25]=1.